Dataset: Reaction yield outcomes from USPTO patents with 853,638 reactions. Task: Predict the reaction yield, written as a fraction of the theoretical maximum amount of product (1.0 means a 100% yield; for example, 0.34 means a 34% yield). (1) The reactants are [CH3:1][NH:2][C:3]1[N:8]=[CH:7][NH:6][C:5](=[O:9])[CH:4]=1.[CH2:10](Br)[C:11]1[CH:16]=[CH:15][CH:14]=[CH:13][CH:12]=1.C(=O)([O-])[O-].[K+].[K+]. The catalyst is C(O)C. The product is [CH2:10]([N:6]1[C:5](=[O:9])[CH:4]=[C:3]([NH:2][CH3:1])[N:8]=[CH:7]1)[C:11]1[CH:16]=[CH:15][CH:14]=[CH:13][CH:12]=1. The yield is 0.430. (2) The reactants are [Cl:1][C:2]1[CH:7]=[CH:6][C:5]([C:8]2([CH2:13][C:14]#[N:15])[CH2:12][CH2:11][CH2:10][CH2:9]2)=[CH:4][CH:3]=1.Cl.ClC1C=CC=CC=1C1C=CC=CC=1CC(N)=[NH:32]. No catalyst specified. The product is [ClH:1].[Cl:1][C:2]1[CH:3]=[CH:4][C:5]([C:8]2([CH2:13][C:14]([NH2:32])=[NH:15])[CH2:12][CH2:11][CH2:10][CH2:9]2)=[CH:6][CH:7]=1. The yield is 0.802. (3) The yield is 0.700. The reactants are BrC1C=C(C=CC=1)C(NC(C1N=NC(NC2C=C(OC)C(OC)=C(OC)C=2)=NC=1)C)=O.[NH2:32][CH:33]([C:35]1[N:40]=[N:39][C:38]([NH:41][C:42]2[CH:47]=[C:46]([O:48][CH3:49])[C:45]([O:50][CH3:51])=[C:44]([O:52][CH3:53])[CH:43]=2)=[N:37][CH:36]=1)[CH3:34].[CH3:54][N:55]1[C:63]2[C:58](=[CH:59][CH:60]=[CH:61][CH:62]=2)[C:57]([C:64](O)=[O:65])=[CH:56]1.C(N(C(C)C)CC)(C)C.F[P-](F)(F)(F)(F)F.N1(OC(N(C)C)=[N+](C)C)C2N=CC=CC=2N=N1. The product is [CH3:54][N:55]1[C:63]2[C:58](=[CH:59][CH:60]=[CH:61][CH:62]=2)[C:57]([C:64]([NH:32][CH:33]([C:35]2[N:40]=[N:39][C:38]([NH:41][C:42]3[CH:43]=[C:44]([O:52][CH3:53])[C:45]([O:50][CH3:51])=[C:46]([O:48][CH3:49])[CH:47]=3)=[N:37][CH:36]=2)[CH3:34])=[O:65])=[CH:56]1. The catalyst is CN(C)C=O. (4) The reactants are CC(C)([O-])C.[Na+].Br[C:8]1[CH:13]=[CH:12][C:11]([Br:14])=[CH:10][N:9]=1.C1(C)C=CC=CC=1.[CH3:22][NH:23][CH2:24][CH3:25]. The catalyst is C1C=CC(/C=C/C(/C=C/C2C=CC=CC=2)=O)=CC=1.C1C=CC(/C=C/C(/C=C/C2C=CC=CC=2)=O)=CC=1.C1C=CC(/C=C/C(/C=C/C2C=CC=CC=2)=O)=CC=1.C(Cl)(Cl)Cl.[Pd].[Pd].C(OCC)(=O)C. The product is [Br:14][C:11]1[CH:12]=[CH:13][C:8]([N:23]([CH2:24][CH3:25])[CH3:22])=[N:9][CH:10]=1. The yield is 0.660.